The task is: Binary Classification. Given a T-cell receptor sequence (or CDR3 region) and an epitope sequence, predict whether binding occurs between them.. This data is from TCR-epitope binding with 47,182 pairs between 192 epitopes and 23,139 TCRs. (1) The epitope is VSFIEFVGW. The TCR CDR3 sequence is CATSERLLATAEDEQFF. Result: 0 (the TCR does not bind to the epitope). (2) The epitope is MPASWVMRI. The TCR CDR3 sequence is CASSLIGEGRTEAFF. Result: 1 (the TCR binds to the epitope). (3) The epitope is LLQTGIHVRVSQPSL. The TCR CDR3 sequence is CSARVSATAQYF. Result: 1 (the TCR binds to the epitope). (4) The epitope is IPIQASLPF. The TCR CDR3 sequence is CASTDSGSGAYEQYF. Result: 0 (the TCR does not bind to the epitope). (5) The epitope is RLFRKSNLK. The TCR CDR3 sequence is CASSPGQFAYEQYF. Result: 0 (the TCR does not bind to the epitope). (6) The epitope is GTHWFVTQR. The TCR CDR3 sequence is CASRWGGSAGTDTQYF. Result: 0 (the TCR does not bind to the epitope).